This data is from Catalyst prediction with 721,799 reactions and 888 catalyst types from USPTO. The task is: Predict which catalyst facilitates the given reaction. (1) Reactant: C(=O)([O-])[O-].[K+].[K+].[NH2:7][C@@H:8]([CH3:11])[CH2:9][OH:10].Br[CH2:13][CH2:14][CH2:15][CH2:16]Br. Product: [N:7]1([C@@H:8]([CH3:11])[CH2:9][OH:10])[CH2:16][CH2:15][CH2:14][CH2:13]1. The catalyst class is: 245. (2) Reactant: [CH3:1][O:2][C:3]1[C:11]2[O:10][C:9]([CH3:13])([CH3:12])[CH2:8][C:7]=2[C:6]([C:14]2[CH2:19][C:18]([CH3:21])([CH3:20])[C:17](=[O:22])[N:16]([CH:23]3[CH2:28][CH2:27][N:26]([C:29](=[O:39])[CH2:30][NH:31]C(=O)OC(C)(C)C)[CH2:25][CH2:24]3)[N:15]=2)=[CH:5][CH:4]=1.[ClH:40]. Product: [ClH:40].[NH2:31][CH2:30][C:29]([N:26]1[CH2:27][CH2:28][CH:23]([N:16]2[C:17](=[O:22])[C:18]([CH3:21])([CH3:20])[CH2:19][C:14]([C:6]3[C:7]4[CH2:8][C:9]([CH3:13])([CH3:12])[O:10][C:11]=4[C:3]([O:2][CH3:1])=[CH:4][CH:5]=3)=[N:15]2)[CH2:24][CH2:25]1)=[O:39]. The catalyst class is: 1. (3) Reactant: [Cl:1][C:2]1[CH:3]=[C:4]([S:9][C:10]2[N:11]([CH:19]([CH3:21])[CH3:20])[C:12](=[O:18])[N:13]([CH3:17])[C:14]=2[CH2:15][OH:16])[CH:5]=[C:6]([Cl:8])[CH:7]=1.[H-].[Na+].[H][H].[CH2:26](Br)[C:27]1[CH:32]=[CH:31][CH:30]=[CH:29][CH:28]=1. Product: [CH2:26]([O:16][CH2:15][C:14]1[N:13]([CH3:17])[C:12](=[O:18])[N:11]([CH:19]([CH3:21])[CH3:20])[C:10]=1[S:9][C:4]1[CH:5]=[C:6]([Cl:8])[CH:7]=[C:2]([Cl:1])[CH:3]=1)[C:27]1[CH:32]=[CH:31][CH:30]=[CH:29][CH:28]=1. The catalyst class is: 9. (4) Reactant: [F:1][C:2]1[CH:7]=[C:6]([O:8][C:9]2[CH:14]=[CH:13][C:12]([O:15][CH3:16])=[CH:11][CH:10]=2)[CH:5]=[C:4]([CH3:17])[C:3]=1[C:18]1[N:19]=[C:20]([NH2:23])[S:21][CH:22]=1.Cl.[C:25](Cl)(=[O:32])[C:26]1[CH:31]=[CH:30][N:29]=[CH:28][CH:27]=1. Product: [F:1][C:2]1[CH:7]=[C:6]([O:8][C:9]2[CH:14]=[CH:13][C:12]([O:15][CH3:16])=[CH:11][CH:10]=2)[CH:5]=[C:4]([CH3:17])[C:3]=1[C:18]1[N:19]=[C:20]([NH:23][C:25](=[O:32])[C:26]2[CH:31]=[CH:30][N:29]=[CH:28][CH:27]=2)[S:21][CH:22]=1. The catalyst class is: 64. (5) Reactant: C[O:2][C:3](=[O:20])[C:4]1[CH:9]=[CH:8][C:7]([CH2:10][CH2:11][C:12](=[O:19])[C:13]2[CH:18]=[CH:17][CH:16]=[CH:15][CH:14]=2)=[CH:6][CH:5]=1.[Li+].[OH-].Cl. Product: [O:19]=[C:12]([C:13]1[CH:18]=[CH:17][CH:16]=[CH:15][CH:14]=1)[CH2:11][CH2:10][C:7]1[CH:8]=[CH:9][C:4]([C:3]([OH:20])=[O:2])=[CH:5][CH:6]=1. The catalyst class is: 90.